Dataset: Reaction yield outcomes from USPTO patents with 853,638 reactions. Task: Predict the reaction yield, written as a fraction of the theoretical maximum amount of product (1.0 means a 100% yield; for example, 0.34 means a 34% yield). (1) The reactants are [Cl:1][C:2]1[CH:7]=[C:6]([O:8][CH2:9][CH3:10])[CH:5]=[CH:4][N:3]=1.OS(O)(=O)=O.C1C(=O)N([Br:23])C(=O)C1. The catalyst is O. The product is [Br:23][C:5]1[C:6]([O:8][CH2:9][CH3:10])=[CH:7][C:2]([Cl:1])=[N:3][CH:4]=1. The yield is 0.320. (2) The reactants are C(O[C:4]([C:6]1[CH:7]=[C:8]2[C:12](=[CH:13][CH:14]=1)[NH:11][N:10]=[C:9]2[C:15]1[CH:24]=[CH:23][C:22]2[C:17](=[CH:18][CH:19]=[C:20]([O:25][CH2:26][CH2:27][N:28]3[CH:32]=[CH:31][N:30]=[CH:29]3)[CH:21]=2)[CH:16]=1)=[NH:5])C.[CH3:33][C:34]([CH3:41])([CH3:40])[CH2:35][C:36]([NH:38][NH2:39])=O.C(N(CC)CC)C. The catalyst is CO. The product is [CH3:33][C:34]([CH3:41])([CH3:40])[CH2:35][C:36]1[NH:38][N:39]=[C:4]([C:6]2[CH:7]=[C:8]3[C:12](=[CH:13][CH:14]=2)[NH:11][N:10]=[C:9]3[C:15]2[CH:24]=[CH:23][C:22]3[C:17](=[CH:18][CH:19]=[C:20]([O:25][CH2:26][CH2:27][N:28]4[CH:32]=[CH:31][N:30]=[CH:29]4)[CH:21]=3)[CH:16]=2)[N:5]=1. The yield is 0.0700. (3) The reactants are [N:1]1([C:7]2[CH:8]=[C:9]([CH:11]=[C:12]([O:14][CH2:15][C:16]3[CH:21]=[CH:20][CH:19]=[CH:18][CH:17]=3)[CH:13]=2)[NH2:10])[CH2:6][CH2:5][O:4][CH2:3][CH2:2]1.Cl[C:23]1[N:28]=[C:27]([N:29]([CH3:39])[C:30]2[CH:31]=[C:32]([CH2:37][OH:38])[CH:33]=[CH:34][C:35]=2[CH3:36])[CH:26]=[CH:25][N:24]=1. No catalyst specified. The product is [CH3:36][C:35]1[CH:34]=[CH:33][C:32]([CH2:37][OH:38])=[CH:31][C:30]=1[N:29]([CH3:39])[C:27]1[CH:26]=[CH:25][N:24]=[C:23]([NH:10][C:9]2[CH:11]=[C:12]([O:14][CH2:15][C:16]3[CH:17]=[CH:18][CH:19]=[CH:20][CH:21]=3)[CH:13]=[C:7]([N:1]3[CH2:6][CH2:5][O:4][CH2:3][CH2:2]3)[CH:8]=2)[N:28]=1. The yield is 0.800. (4) The reactants are BrCC(/[C:5](/[C:14]1[CH:19]=[CH:18][C:17]([C:20]([F:23])([F:22])[F:21])=[CH:16][CH:15]=1)=[CH:6]\[CH:7]=[CH:8]\[C:9]([O:11][CH2:12][CH3:13])=[O:10])=O.[N:24]1([C:30](=[S:32])[NH2:31])[CH2:29][CH2:28][CH2:27][CH2:26][CH2:25]1.C(=O)([O-])O.[Na+]. The catalyst is C(O)C. The product is [N:24]1([C:30]2[S:32][CH:6]=[C:5]([C:14]3[CH:15]=[CH:16][CH:17]=[C:18](/[C:8](=[CH:7]\[CH:6]=[CH:5]/[C:14]4[CH:15]=[CH:16][C:17]([C:20]([F:21])([F:22])[F:23])=[CH:18][CH:19]=4)/[C:9]([O:11][CH2:12][CH3:13])=[O:10])[CH:19]=3)[N:31]=2)[CH2:29][CH2:28][CH2:27][CH2:26][CH2:25]1. The yield is 0.600.